From a dataset of Full USPTO retrosynthesis dataset with 1.9M reactions from patents (1976-2016). Predict the reactants needed to synthesize the given product. (1) Given the product [CH2:20]([C:22]1[CH:27]=[CH:26][C:25]([CH2:28][O:4][C:1](=[O:3])[NH:10][C@H:9]2[CH2:8][NH:7][C:6]2=[O:5])=[CH:24][CH:23]=1)[CH3:21], predict the reactants needed to synthesize it. The reactants are: [C:1]([O-:4])(=[O:3])C.[O:5]=[C:6]1[C@@H:9]([NH3+:10])[CH2:8][NH:7]1.CCN(C(C)C)C(C)C.[CH2:20]([C:22]1[CH:27]=[CH:26][C:25]([C:28]2C=CN(C([O-])=O)C(=O)C=2C)=[CH:24][CH:23]=1)[CH3:21]. (2) Given the product [N:33]1[CH:34]=[CH:35][CH:36]=[C:31]([CH2:30][N:20]2[C:21]3[C:26](=[CH:25][CH:24]=[CH:23][CH:22]=3)[C:18]([CH:15]3[CH2:14][CH2:13][N:12]([CH2:11][C:6]4[N:7]=[CH:8][CH:9]=[CH:10][C:5]=4[C:4]([OH:3])=[O:27])[CH2:17][CH2:16]3)=[CH:19]2)[CH:32]=1, predict the reactants needed to synthesize it. The reactants are: C([O:3][C:4](=[O:27])[C:5]1[CH:10]=[CH:9][CH:8]=[N:7][C:6]=1[CH2:11][N:12]1[CH2:17][CH2:16][CH:15]([C:18]2[C:26]3[C:21](=[CH:22][CH:23]=[CH:24][CH:25]=3)[NH:20][CH:19]=2)[CH2:14][CH2:13]1)C.Cl.Cl[CH2:30][C:31]1[CH:32]=[N:33][CH:34]=[CH:35][CH:36]=1. (3) The reactants are: [Li]CCCC.CC1(C)CCCC(C)(C)N1.C(=O)=O.[F:19][C:20]1[CH:25]=[N:24][CH:23]=[CH:22][N:21]=1.[O:26]1[CH2:31][CH2:30][C:29](=[O:32])[CH2:28][CH2:27]1. Given the product [F:19][C:20]1[C:25]([C:29]2([OH:32])[CH2:30][CH2:31][O:26][CH2:27][CH2:28]2)=[N:24][CH:23]=[CH:22][N:21]=1, predict the reactants needed to synthesize it. (4) Given the product [Cl:23][C:10]1[CH:9]=[C:8]([C:7]([F:20])([F:19])[F:6])[C:17]2[C:12](=[CH:13][CH:14]=[CH:15][CH:16]=2)[N:11]=1, predict the reactants needed to synthesize it. The reactants are: CN(C=O)C.[F:6][C:7]([F:20])([F:19])[C:8]1[C:17]2[C:12](=[CH:13][CH:14]=[CH:15][CH:16]=2)[NH:11][C:10](=O)[CH:9]=1.O=P(Cl)(Cl)[Cl:23]. (5) Given the product [NH2:17][CH2:16][CH2:15][CH2:14][CH2:13][S:10]([C:6]1[CH:7]=[CH:8][CH:9]=[C:4]([N+:1]([O-:3])=[O:2])[CH:5]=1)(=[NH:12])=[O:11], predict the reactants needed to synthesize it. The reactants are: [N+:1]([C:4]1[CH:5]=[C:6]([S:10]([CH2:13][CH2:14][CH2:15][CH2:16][N:17]2C(=O)C3C(=CC=CC=3)C2=O)(=[NH:12])=[O:11])[CH:7]=[CH:8][CH:9]=1)([O-:3])=[O:2].O.NN. (6) Given the product [CH2:3]([O:5][C:6](=[O:31])[CH:7]([C:8]1[N:9]=[C:10]([NH:23][CH2:24][C:25]2[CH:30]=[CH:29][CH:28]=[CH:27][N:26]=2)[C:11]2[C:16]([C:17]3[CH:22]=[CH:21][CH:20]=[CH:19][CH:18]=3)=[CH:15][S:14][C:12]=2[N:13]=1)[C:6]([O:5][CH2:3][CH3:4])=[O:31])[CH3:4], predict the reactants needed to synthesize it. The reactants are: [H-].[Na+].[CH2:3]([O:5][C:6](=[O:31])[CH2:7][C:8]1[N:9]=[C:10]([NH:23][CH2:24][C:25]2[CH:30]=[CH:29][CH:28]=[CH:27][N:26]=2)[C:11]2[C:16]([C:17]3[CH:22]=[CH:21][CH:20]=[CH:19][CH:18]=3)=[CH:15][S:14][C:12]=2[N:13]=1)[CH3:4].